Dataset: Forward reaction prediction with 1.9M reactions from USPTO patents (1976-2016). Task: Predict the product of the given reaction. (1) Given the reactants [N:1]1[C:10]2[C:5](=[CH:6][C:7]([CH:11]=[O:12])=[CH:8][CH:9]=2)[N:4]=[CH:3][CH:2]=1.[CH3:13][Mg]Br, predict the reaction product. The product is: [OH:12][CH:11]([C:7]1[CH:6]=[C:5]2[C:10](=[CH:9][CH:8]=1)[N:1]=[CH:2][CH:3]=[N:4]2)[CH3:13]. (2) Given the reactants [CH3:1]C(C)([O-])C.[K+].[S:7]1[CH:11]=[CH:10][N:9]=[C:8]1[C:12]1[NH:13][CH:14]=[C:15]([CH:17]=[O:18])[N:16]=1.C1[O:36][CH2:35][CH2:34]OCCOCCOCCOCCOC1.CI, predict the reaction product. The product is: [CH3:1][N:13]1[CH:14]=[C:15]([CH:17]=[O:18])[N:16]=[C:12]1[C:8]1[S:7][CH:11]=[CH:10][N:9]=1.[CH3:14][N:13]1[C:34]([CH:35]=[O:36])=[CH:15][N:16]=[C:12]1[C:8]1[S:7][CH:11]=[CH:10][N:9]=1.